This data is from Reaction yield outcomes from USPTO patents with 853,638 reactions. The task is: Predict the reaction yield, written as a fraction of the theoretical maximum amount of product (1.0 means a 100% yield; for example, 0.34 means a 34% yield). The reactants are Br[C:2]1[S:6][C:5]([S:7]([NH:10][C:11]2[CH:16]=[CH:15][CH:14]=[C:13]([C:17]3[NH:21][N:20]=[N:19][N:18]=3)[CH:12]=2)(=[O:9])=[O:8])=[CH:4][CH:3]=1.[F:22][C:23]1[CH:24]=[CH:25][C:26]([O:32][CH3:33])=[C:27](B(O)O)[CH:28]=1.C([O-])(O)=O.[Na+].CCO. The catalyst is C1C=CC([P]([Pd]([P](C2C=CC=CC=2)(C2C=CC=CC=2)C2C=CC=CC=2)([P](C2C=CC=CC=2)(C2C=CC=CC=2)C2C=CC=CC=2)[P](C2C=CC=CC=2)(C2C=CC=CC=2)C2C=CC=CC=2)(C2C=CC=CC=2)C2C=CC=CC=2)=CC=1.O. The product is [F:22][C:23]1[CH:28]=[CH:27][C:26]([O:32][CH3:33])=[C:25]([C:2]2[S:6][C:5]([S:7]([NH:10][C:11]3[CH:16]=[CH:15][CH:14]=[C:13]([C:17]4[NH:21][N:20]=[N:19][N:18]=4)[CH:12]=3)(=[O:9])=[O:8])=[CH:4][CH:3]=2)[CH:24]=1. The yield is 0.190.